Dataset: Cav3 T-type calcium channel HTS with 100,875 compounds. Task: Binary Classification. Given a drug SMILES string, predict its activity (active/inactive) in a high-throughput screening assay against a specified biological target. (1) The compound is Clc1c(CNC(=O)COC(=O)CCCNC(=O)c2ccc(Cl)cc2)cccc1. The result is 0 (inactive). (2) The compound is S(c1ncnc2n(ncc12)CCc1ccccc1)CC(=O)Nc1cc(ccc1)C(F)(F)F. The result is 0 (inactive). (3) The compound is Clc1c(OCC(=O)Nc2[nH]n3C(CC(=O)N=c3n2)c2ccccc2)ccc(Cl)c1. The result is 1 (active). (4) The molecule is S(=O)(=O)(c1c(n(c2nc3n(c(=O)c2c1)cccc3)C)=N)c1ccc(F)cc1. The result is 0 (inactive). (5) The drug is s1c(ncc1C(=O)/C=C\Nc1ccccc1)c1ccccc1. The result is 0 (inactive).